Regression/Classification. Given a drug SMILES string, predict its absorption, distribution, metabolism, or excretion properties. Task type varies by dataset: regression for continuous measurements (e.g., permeability, clearance, half-life) or binary classification for categorical outcomes (e.g., BBB penetration, CYP inhibition). Dataset: b3db_classification. From a dataset of Blood-brain barrier permeability classification from the B3DB database. The compound is CO[C@@]12C=C[C@]3(C[C@@H]1C(C)(C)O)[C@H]1Cc4ccc(O)c5c4[C@@]3(CCN1CC1CC1)[C@H]2O5. The result is 1 (penetrates BBB).